Dataset: Catalyst prediction with 721,799 reactions and 888 catalyst types from USPTO. Task: Predict which catalyst facilitates the given reaction. (1) Reactant: [Cl:1][C:2]1[CH:10]=[C:9]2[C:5]([CH2:6][CH2:7][C:8]2([CH3:12])[CH3:11])=[CH:4][CH:3]=1.S([O-])([O-])(=O)=[O:14].[Mg+2].[Mn]([O-])(=O)(=O)=O.[K+].C(O)(C)C. Product: [Cl:1][C:2]1[CH:10]=[C:9]2[C:5](=[CH:4][CH:3]=1)[C:6](=[O:14])[CH2:7][C:8]2([CH3:12])[CH3:11]. The catalyst class is: 95. (2) Reactant: B(Br)(Br)Br.C[O:6][C:7]1[CH:12]=[CH:11][C:10]([CH2:13][CH:14]([C:20]2[S:21][CH:22]=[CH:23][CH:24]=2)[CH2:15][C:16]([O:18][CH3:19])=[O:17])=[CH:9][CH:8]=1. Product: [OH:6][C:7]1[CH:8]=[CH:9][C:10]([CH2:13][CH:14]([C:20]2[S:21][CH:22]=[CH:23][CH:24]=2)[CH2:15][C:16]([O:18][CH3:19])=[O:17])=[CH:11][CH:12]=1. The catalyst class is: 2. (3) Reactant: [CH3:1][O:2][C:3]([C:5]1([C:8]2[CH:13]=[CH:12][C:11]([OH:14])=[C:10]([C:15](=O)[CH3:16])[CH:9]=2)[CH2:7][CH2:6]1)=[O:4].Cl.[NH2:19][OH:20].C([O-])(=O)C.[Na+]. Product: [CH3:1][O:2][C:3]([C:5]1([C:8]2[CH:13]=[CH:12][C:11]([OH:14])=[C:10]([C:15](=[N:19][OH:20])[CH3:16])[CH:9]=2)[CH2:7][CH2:6]1)=[O:4]. The catalyst class is: 14. (4) Reactant: [F:1][C:2]1[CH:3]=[CH:4][C:5]([CH3:12])=[C:6]([S:8](Cl)(=[O:10])=[O:9])[CH:7]=1.[NH4+:13].[OH-]. Product: [F:1][C:2]1[CH:3]=[CH:4][C:5]([CH3:12])=[C:6]([S:8]([NH2:13])(=[O:10])=[O:9])[CH:7]=1. The catalyst class is: 21. (5) Reactant: [CH3:1][C:2]1[C:7]([N+:8]([O-:10])=[O:9])=[CH:6][CH:5]=[CH:4][C:3]=1[OH:11].[Al+3].[Cl-].[Cl-].[Cl-].[C:16](Cl)(=[O:18])[CH3:17]. Product: [OH:11][C:3]1[C:2]([CH3:1])=[C:7]([N+:8]([O-:10])=[O:9])[CH:6]=[CH:5][C:4]=1[C:16](=[O:18])[CH3:17]. The catalyst class is: 641. (6) Reactant: C(N)C[C:3]1[CH:8]=[CH:7][CH:6]=[CH:5][CH:4]=1.[Br:10][C:11]1[CH:16]=[CH:15][C:14]([C:17](Cl)=[O:18])=[CH:13][CH:12]=1.C([N:22](CC)CC)C. Product: [C:3]1([NH:22][C:17](=[O:18])[C:14]2[CH:15]=[CH:16][C:11]([Br:10])=[CH:12][CH:13]=2)[CH:8]=[CH:7][CH:6]=[CH:5][CH:4]=1. The catalyst class is: 4.